Predict the reaction yield, written as a fraction of the theoretical maximum amount of product (1.0 means a 100% yield; for example, 0.34 means a 34% yield). From a dataset of Reaction yield outcomes from USPTO patents with 853,638 reactions. (1) The reactants are [C:1]([O:5][C:6](=[O:34])[NH:7][C:8]1[CH:13]=[CH:12][C:11]([S:14][C:15]2[CH:20]=[CH:19][C:18]([C:21](=[O:30])[NH:22][C:23]3[CH:28]=[CH:27][C:26]([Br:29])=[CH:25][CH:24]=3)=[CH:17][C:16]=2[N+:31]([O-])=O)=[CH:10][CH:9]=1)([CH3:4])([CH3:3])[CH3:2].[Cl-].[NH4+]. The catalyst is O.C(O)C.C(OCC)(=O)C.[Fe]. The product is [C:1]([O:5][C:6](=[O:34])[NH:7][C:8]1[CH:9]=[CH:10][C:11]([S:14][C:15]2[CH:20]=[CH:19][C:18]([C:21](=[O:30])[NH:22][C:23]3[CH:28]=[CH:27][C:26]([Br:29])=[CH:25][CH:24]=3)=[CH:17][C:16]=2[NH2:31])=[CH:12][CH:13]=1)([CH3:4])([CH3:2])[CH3:3]. The yield is 0.950. (2) The reactants are Cl[C:2]1[N:7]=[CH:6][C:5]([C:8]2[C:18]([CH3:19])=[CH:17][C:11]3[O:12][C:13]([F:16])([F:15])[O:14][C:10]=3[CH:9]=2)=[CH:4][N:3]=1.[F:20][C:21]1[CH:26]=[C:25]([O:27][CH3:28])[CH:24]=[C:23]([F:29])[C:22]=1[CH2:30][NH2:31]. The catalyst is C(Cl)Cl. The product is [F:20][C:21]1[CH:26]=[C:25]([O:27][CH3:28])[CH:24]=[C:23]([F:29])[C:22]=1[CH2:30][NH:31][C:2]1[N:7]=[CH:6][C:5]([C:8]2[C:18]([CH3:19])=[CH:17][C:11]3[O:12][C:13]([F:16])([F:15])[O:14][C:10]=3[CH:9]=2)=[CH:4][N:3]=1. The yield is 0.290. (3) The reactants are [NH2:1][C:2]1[N:7]=[C:6]([NH:8][C@H:9]2[C@@H:13]3[O:14][C:15]([CH3:18])([CH3:17])[O:16][C@@H:12]3[C@@H:11]([CH2:19][OH:20])[CH2:10]2)[C:5]([C:21]2[S:22][C:23]3[CH:29]=[CH:28][CH:27]=[CH:26][C:24]=3[N:25]=2)=[CH:4][N:3]=1.Br[C:31]1[CH:36]=[CH:35][CH:34]=[CH:33][CH:32]=1.CC1(C)C2C(=C(P(C3C=CC=CC=3)C3C=CC=CC=3)C=CC=2)OC2C(P(C3C=CC=CC=3)C3C=CC=CC=3)=CC=CC1=2.O(C1C=CC=CC=1)[Na]. The catalyst is O1CCOCC1.C1C=CC(/C=C/C(/C=C/C2C=CC=CC=2)=O)=CC=1.C1C=CC(/C=C/C(/C=C/C2C=CC=CC=2)=O)=CC=1.C1C=CC(/C=C/C(/C=C/C2C=CC=CC=2)=O)=CC=1.[Pd].[Pd]. The product is [S:22]1[C:23]2[CH:29]=[CH:28][CH:27]=[CH:26][C:24]=2[N:25]=[C:21]1[C:5]1[C:6]([NH:8][C@H:9]2[C@@H:13]3[O:14][C:15]([CH3:18])([CH3:17])[O:16][C@@H:12]3[C@@H:11]([CH2:19][OH:20])[CH2:10]2)=[N:7][C:2]([NH:1][C:31]2[CH:36]=[CH:35][CH:34]=[CH:33][CH:32]=2)=[N:3][CH:4]=1. The yield is 0.860. (4) The reactants are CC1(C)C(C)(C)OB([C:9]2[CH:10]=[C:11]3[C:16](=[C:17]([O:19][CH2:20][O:21][CH2:22][CH2:23][Si:24]([CH3:27])([CH3:26])[CH3:25])[CH:18]=2)[N:15]=[CH:14][N:13]([CH2:28][O:29][CH2:30][CH2:31][Si:32]([CH3:35])([CH3:34])[CH3:33])[C:12]3=[O:36])O1.[CH2:38]([C:45]1[CH:50]=[CH:49][CH:48]=[CH:47][C:46]=1Br)[C:39]1[CH:44]=[CH:43][CH:42]=[CH:41][CH:40]=1.C(=O)([O-])[O-].[K+].[K+]. The catalyst is O1CCOCC1.O.C1(P([C-]2C=CC=C2)C2C=CC=CC=2)C=CC=CC=1.[C-]1(P(C2C=CC=CC=2)C2C=CC=CC=2)C=CC=C1.[Fe+2].[Pd](Cl)Cl. The product is [CH2:38]([C:39]1[CH:44]=[CH:43][CH:42]=[CH:41][C:40]=1[C:14]1[N:13]([CH2:28][O:29][CH2:30][CH2:31][Si:32]([CH3:35])([CH3:34])[CH3:33])[C:12](=[O:36])[C:11]2[C:16](=[C:17]([O:19][CH2:20][O:21][CH2:22][CH2:23][Si:24]([CH3:26])([CH3:27])[CH3:25])[CH:18]=[CH:9][CH:10]=2)[N:15]=1)[C:45]1[CH:50]=[CH:49][CH:48]=[CH:47][CH:46]=1. The yield is 0.680.